This data is from Reaction yield outcomes from USPTO patents with 853,638 reactions. The task is: Predict the reaction yield, written as a fraction of the theoretical maximum amount of product (1.0 means a 100% yield; for example, 0.34 means a 34% yield). (1) The reactants are [F:1][C:2]([F:17])([F:16])[C:3]1[CH:8]=[CH:7][C:6]([NH:9][N:10]=[C:11]([CH3:15])[C:12]([OH:14])=O)=[CH:5][CH:4]=1.[NH2:18][CH2:19][C:20]1[CH:21]=[CH:22][C:23]([Cl:26])=[N:24][CH:25]=1.Cl.CN(C)CCCN=C=NCC. The catalyst is ClCCl.CN(C)C=O. The product is [Cl:26][C:23]1[N:24]=[CH:25][C:20]([CH2:19][NH:18][C:12](=[O:14])[C:11](=[N:10][NH:9][C:6]2[CH:5]=[CH:4][C:3]([C:2]([F:1])([F:17])[F:16])=[CH:8][CH:7]=2)[CH3:15])=[CH:21][CH:22]=1. The yield is 0.780. (2) The reactants are [NH2:1][C:2]1[CH:7]=[CH:6][CH:5]=[CH:4][CH:3]=1.C[Al](C)C.CCCCCC.[Cl:18][C:19]1[CH:20]=[C:21]2[C:26](=[CH:27][CH:28]=1)[N:25]([C@H:29]1[CH2:33][CH2:32][O:31][C:30]1=[O:34])[CH2:24][CH2:23][CH2:22]2. The catalyst is C(Cl)Cl. The yield is 0.810. The product is [Cl:18][C:19]1[CH:20]=[C:21]2[C:26](=[CH:27][CH:28]=1)[N:25]([C@@H:29]([CH2:33][CH2:32][OH:31])[C:30]([NH:1][C:2]1[CH:7]=[CH:6][CH:5]=[CH:4][CH:3]=1)=[O:34])[CH2:24][CH2:23][CH2:22]2. (3) The reactants are [Br:1][C:2]1[C:7]([CH3:8])=[CH:6][C:5]([OH:9])=[CH:4][C:3]=1[CH3:10].C1(C)C=CC(S(O[CH2:21][C@H:22]2[CH2:26][O:25][C:24]([CH3:28])([CH3:27])[O:23]2)(=O)=O)=CC=1.C([O-])([O-])=O.[K+].[K+]. The catalyst is CN(C)C=O.CCOC(C)=O. The product is [Br:1][C:2]1[C:7]([CH3:8])=[CH:6][C:5]([O:9][CH2:21][C@H:22]2[CH2:26][O:25][C:24]([CH3:28])([CH3:27])[O:23]2)=[CH:4][C:3]=1[CH3:10]. The yield is 0.950. (4) The reactants are [CH2:1]([O:8][C:9]1[N:14]=[C:13]([O:15][CH2:16][C:17]2[CH:22]=[CH:21][CH:20]=[CH:19][CH:18]=2)[C:12]([CH2:23][CH3:24])=[C:11](Cl)[N:10]=1)[C:2]1[CH:7]=[CH:6][CH:5]=[CH:4][CH:3]=1.[C:26]([CH2:28][C:29]1[CH:30]=[C:31]([CH:34]=[C:35]([CH3:37])[CH:36]=1)[C:32]#[N:33])#[N:27].[H-].[Na+].[Cl-].[NH4+]. The catalyst is CN(C=O)C. The product is [CH2:1]([O:8][C:9]1[N:10]=[C:11]([CH:28]([C:26]#[N:27])[C:29]2[CH:30]=[C:31]([CH:34]=[C:35]([CH3:37])[CH:36]=2)[C:32]#[N:33])[C:12]([CH2:23][CH3:24])=[C:13]([O:15][CH2:16][C:17]2[CH:22]=[CH:21][CH:20]=[CH:19][CH:18]=2)[N:14]=1)[C:2]1[CH:7]=[CH:6][CH:5]=[CH:4][CH:3]=1. The yield is 0.820. (5) The reactants are [Cl:1][C:2]1[N:3]=[C:4](Cl)[C:5]2[CH2:10][CH2:9][CH:8]([C:11]3[CH:16]=[C:15]([F:17])[C:14](F)=[C:13]([F:19])[CH:12]=3)[C:6]=2[N:7]=1.[CH3:21][NH2:22]. The yield is 0.305. The catalyst is CO. The product is [Cl:1][C:2]1[N:3]=[C:4]([NH:22][CH3:21])[C:5]2[CH2:10][CH2:9][CH:8]([C:11]3[CH:12]=[C:13]([F:19])[CH:14]=[C:15]([F:17])[CH:16]=3)[C:6]=2[N:7]=1.